From a dataset of Catalyst prediction with 721,799 reactions and 888 catalyst types from USPTO. Predict which catalyst facilitates the given reaction. (1) Reactant: [OH:1][CH2:2][CH2:3][N:4]([CH3:28])[CH2:5][CH2:6][CH2:7][CH2:8][CH2:9][CH2:10][CH2:11][C:12]([NH:14][C:15]1[CH:27]=[CH:26][C:18]([C:19]([O:21]C(C)(C)C)=[O:20])=[CH:17][CH:16]=1)=[O:13].[ClH:29].O1CCOCC1. Product: [ClH:29].[OH:1][CH2:2][CH2:3][N:4]([CH3:28])[CH2:5][CH2:6][CH2:7][CH2:8][CH2:9][CH2:10][CH2:11][C:12]([NH:14][C:15]1[CH:27]=[CH:26][C:18]([C:19]([OH:21])=[O:20])=[CH:17][CH:16]=1)=[O:13]. The catalyst class is: 4. (2) Reactant: [CH:1]1([C:4]2[C:8]([CH2:9][S:10]([C:13]3[CH2:17][C:16]([CH3:19])([CH3:18])[O:15][N:14]=3)(=[O:12])=[O:11])=[C:7]([CH3:20])[O:6][N:5]=2)[CH2:3][CH2:2]1.CC(C)([O-])C.[K+].[Cl:27]C(Cl)(Cl)C(Cl)(Cl)Cl. Product: [Cl:27][CH:9]([S:10]([C:13]1[CH2:17][C:16]([CH3:18])([CH3:19])[O:15][N:14]=1)(=[O:11])=[O:12])[C:8]1[C:4]([CH:1]2[CH2:3][CH2:2]2)=[N:5][O:6][C:7]=1[CH3:20]. The catalyst class is: 20. (3) Product: [C:55]([O:59][C:60]([N:62]1[CH:66]=[CH:65][C:64]([NH:67][C:40](=[O:41])[C@@H:39]([C:31]2[CH:32]=[CH:33][C:34]([S:35]([CH3:38])(=[O:36])=[O:37])=[C:29]([Cl:28])[CH:30]=2)[CH2:49][CH:50]2[CH2:51][CH2:52][CH2:53][CH2:54]2)=[N:63]1)=[O:61])([CH3:58])([CH3:56])[CH3:57]. Reactant: C1(P(C2C=CC=CC=2)C2C=CC=CC=2)C=CC=CC=1.BrN1C(=O)CCC1=O.[Cl:28][C:29]1[CH:30]=[C:31]([C@@H:39]([CH2:49][CH:50]2[CH2:54][CH2:53][CH2:52][CH2:51]2)[C:40](NC2C=CN(C)N=2)=[O:41])[CH:32]=[CH:33][C:34]=1[S:35]([CH3:38])(=[O:37])=[O:36].[C:55]([O:59][C:60]([N:62]1[CH:66]=[CH:65][C:64]([NH2:67])=[N:63]1)=[O:61])([CH3:58])([CH3:57])[CH3:56].CN1CCOCC1. The catalyst class is: 124. (4) Product: [CH:19]1([CH2:25][NH:26][C:11](=[O:12])[C:10]2[CH:9]=[C:8]([F:7])[C:16]([F:17])=[C:15]([F:18])[CH:14]=2)[CH2:24][CH2:23][CH2:22][CH2:21][CH2:20]1. The catalyst class is: 66. Reactant: C(OCC)(=O)C.[F:7][C:8]1[CH:9]=[C:10]([CH:14]=[C:15]([F:18])[C:16]=1[F:17])[C:11](Cl)=[O:12].[CH:19]1([CH2:25][NH2:26])[CH2:24][CH2:23][CH2:22][CH2:21][CH2:20]1. (5) The catalyst class is: 7. Reactant: [OH-].[Li+].[CH:3]1([C:6]2[C:11]([C:12]([O:14]C)=[O:13])=[CH:10][N:9]=[C:8]([N:16]3[CH2:21][CH:20]([CH3:22])[O:19][CH:18]([CH3:23])[CH2:17]3)[N:7]=2)[CH2:5][CH2:4]1.CO. Product: [CH:3]1([C:6]2[C:11]([C:12]([OH:14])=[O:13])=[CH:10][N:9]=[C:8]([N:16]3[CH2:21][CH:20]([CH3:22])[O:19][CH:18]([CH3:23])[CH2:17]3)[N:7]=2)[CH2:4][CH2:5]1. (6) Reactant: FC(F)(F)C([NH:5][C:6]1[CH:11]=[CH:10][C:9]([CH2:12][CH2:13][C:14]([C:16]2[CH:21]=[CH:20][C:19]([N:22]3[CH2:27][CH2:26][N:25]([S:28]([CH3:31])(=[O:30])=[O:29])[CH2:24][CH2:23]3)=[CH:18][CH:17]=2)=[O:15])=[CH:8][CH:7]=1)=O.C(=O)([O-])[O-].[K+].[K+].CO. Product: [NH2:5][C:6]1[CH:7]=[CH:8][C:9]([CH2:12][CH2:13][C:14]([C:16]2[CH:17]=[CH:18][C:19]([N:22]3[CH2:27][CH2:26][N:25]([S:28]([CH3:31])(=[O:30])=[O:29])[CH2:24][CH2:23]3)=[CH:20][CH:21]=2)=[O:15])=[CH:10][CH:11]=1. The catalyst class is: 6. (7) Reactant: Br[C:2]1[N:3]=[C:4]([C:9]2[N:10]([CH2:18][CH3:19])[C:11]3[CH:16]=[CH:15][N:14]=[CH:13][C:12]=3[N:17]=2)[C:5]([NH2:8])=[N:6][CH:7]=1.C([O:24][C:25]([N:27]1[CH:31]=[CH:30][CH:29]=[C:28]1B(O)O)=[O:26])(C)(C)C.C([O-])([O-])=O.[K+].[K+]. Product: [CH:25]([OH:26])=[O:24].[CH2:18]([N:10]1[C:11]2[CH:16]=[CH:15][N:14]=[CH:13][C:12]=2[N:17]=[C:9]1[C:4]1[C:5]([NH2:8])=[N:6][CH:7]=[C:2]([C:28]2[NH:27][CH:31]=[CH:30][CH:29]=2)[N:3]=1)[CH3:19]. The catalyst class is: 558. (8) Reactant: [Si](Cl)(C(C)(C)C)(C)C.[CH2:9]([N:11]([CH2:14][CH3:15])[CH2:12]C)C.CI.[Na].N.Cl.[C:21]1([C@H:27]([CH2:30][CH2:31][OH:32])[CH2:28][OH:29])[CH:26]=[CH:25]C=C[CH:22]=1.C1C[O:36][CH2:35]C1. Product: [CH3:35][O:36][C:28](=[O:29])[C@@H:27]([C:21]1[CH:22]=[CH:15][C:14]([N:11]([CH3:9])[CH3:12])=[CH:25][CH:26]=1)[CH2:30][CH:31]=[O:32]. The catalyst class is: 366. (9) Reactant: C([N:8]1[CH:13]([C:14]2[CH:19]=[CH:18][CH:17]=[CH:16][CH:15]=2)[CH2:12][C:11]([CH3:21])([CH3:20])[N:10]2[N:22]=[CH:23][C:24]([C:25](=[O:36])[C:26]([CH3:35])([C:28]3[CH:33]=[CH:32][C:31]([CH3:34])=[CH:30][CH:29]=3)[CH3:27])=[C:9]12)C1C=CC=CC=1.C(O)C.[H][H]. Product: [CH3:20][C:11]1([CH3:21])[N:10]2[N:22]=[CH:23][C:24]([C:25](=[O:36])[C:26]([CH3:27])([C:28]3[CH:33]=[CH:32][C:31]([CH3:34])=[CH:30][CH:29]=3)[CH3:35])=[C:9]2[NH:8][CH:13]([C:14]2[CH:19]=[CH:18][CH:17]=[CH:16][CH:15]=2)[CH2:12]1. The catalyst class is: 123.